From a dataset of Aqueous solubility values for 9,982 compounds from the AqSolDB database. Regression/Classification. Given a drug SMILES string, predict its absorption, distribution, metabolism, or excretion properties. Task type varies by dataset: regression for continuous measurements (e.g., permeability, clearance, half-life) or binary classification for categorical outcomes (e.g., BBB penetration, CYP inhibition). For this dataset (solubility_aqsoldb), we predict Y. (1) The compound is CCCC(=O)OCCC(C)C. The Y is -2.93 log mol/L. (2) The compound is CN(CCC#N)c1ccc(C=CC2=[N+](C)c3ccccc3C2(C)C)cc1.O=P([O-])(O)O. The Y is -0.930 log mol/L. (3) The compound is CCN(C=O)CC. The Y is 0.995 log mol/L. (4) The molecule is O.O.O.O.O.O.O.O.O.O.O=BOB([O-])OB([O-])OB=O.[Na+].[Na+]. The Y is -0.885 log mol/L. (5) The compound is OCC1OC(Oc2ccccc2)C(O)C(O)C1O. The Y is -1.46 log mol/L. (6) The compound is O=C(O)CSC1CCCCC1. The Y is -1.34 log mol/L. (7) The molecule is CCCCCCOC(C)=O. The Y is -2.45 log mol/L. (8) The compound is CCC(C)n1ccc(NS(=O)(=O)c2ccc(N)cc2)nc1=O. The Y is -2.76 log mol/L. (9) The compound is CCOC(=O)N1C(=O)c2ccccc2C1=O. The Y is -2.74 log mol/L.